From a dataset of Full USPTO retrosynthesis dataset with 1.9M reactions from patents (1976-2016). Predict the reactants needed to synthesize the given product. (1) Given the product [Si:1]([O:18][CH2:19][C:20]1([C:26]([OH:34])=[O:27])[CH2:25][CH2:24][CH2:23][CH2:22][CH2:21]1)([C:14]([CH3:16])([CH3:17])[CH3:15])([C:8]1[CH:9]=[CH:10][CH:11]=[CH:12][CH:13]=1)[C:2]1[CH:3]=[CH:4][CH:5]=[CH:6][CH:7]=1, predict the reactants needed to synthesize it. The reactants are: [Si:1]([O:18][CH2:19][C:20]1([CH:26]=[O:27])[CH2:25][CH2:24][CH2:23][CH2:22][CH2:21]1)([C:14]([CH3:17])([CH3:16])[CH3:15])([C:8]1[CH:13]=[CH:12][CH:11]=[CH:10][CH:9]=1)[C:2]1[CH:7]=[CH:6][CH:5]=[CH:4][CH:3]=1.CC(=CC)C.P([O-])(O)(O)=[O:34].[Na+].Cl([O-])=O.[Na+].[Cl-].[NH4+]. (2) Given the product [CH:10]1([CH:7]([C:6]2[CH:5]=[C:4]([CH3:9])[S:3][C:2]=2[CH3:1])[OH:8])[CH2:15][CH2:14][CH2:13][CH2:12][CH2:11]1, predict the reactants needed to synthesize it. The reactants are: [CH3:1][C:2]1[S:3][C:4]([CH3:9])=[CH:5][C:6]=1[CH:7]=[O:8].[CH:10]1([Mg]Br)[CH2:15][CH2:14][CH2:13][CH2:12][CH2:11]1.O1CCCC1.[Cl-].[NH4+]. (3) The reactants are: [F:1][C:2]([F:7])([F:6])[C:3]([OH:5])=[O:4].[F:8][C:9]([F:14])([F:13])[C:10]([OH:12])=[O:11].[OH:15][CH:16]1[CH2:21][CH2:20][N:19]([C:22]2[NH:23][C:24]([C:33]3[CH:38]=[CH:37][NH:36][C:35](=[O:39])[CH:34]=3)=[C:25]([C:27]3[CH:28]=[N:29][CH:30]=[CH:31][CH:32]=3)[N:26]=2)[CH2:18][CH2:17]1.O1CCCC1. Given the product [F:1][C:2]([F:7])([F:6])[C:3]([OH:5])=[O:4].[F:8][C:9]([F:14])([F:13])[C:10]([OH:12])=[O:11].[OH:15][CH:16]1[CH2:17][CH2:18][N:19]([C:22]2[NH:23][C:24]3[C:33]4[CH:38]=[CH:37][NH:36][C:35](=[O:39])[C:34]=4[C:32]4[C:27]([C:25]=3[N:26]=2)=[CH:28][N:29]=[CH:30][CH:31]=4)[CH2:20][CH2:21]1, predict the reactants needed to synthesize it.